This data is from Catalyst prediction with 721,799 reactions and 888 catalyst types from USPTO. The task is: Predict which catalyst facilitates the given reaction. (1) Reactant: [CH3:1][C:2]1[CH:23]=[CH:22][CH:21]=[C:20]([CH3:24])[C:3]=1[CH2:4][O:5][C:6]1[CH:7]=[C:8]([CH:12]=[CH:13][CH2:14][C:15]([O:17]CC)=[O:16])[CH:9]=[CH:10][CH:11]=1.[OH-].[Na+]. Product: [CH3:24][C:20]1[CH:21]=[CH:22][CH:23]=[C:2]([CH3:1])[C:3]=1[CH2:4][O:5][C:6]1[CH:7]=[C:8]([CH:12]=[CH:13][CH2:14][C:15]([OH:17])=[O:16])[CH:9]=[CH:10][CH:11]=1. The catalyst class is: 8. (2) Reactant: O=[C:2]([CH2:24][CH2:25][C:26](=O)[C:27]1[S:28][C:29]([CH2:32][O:33]C2CCCCO2)=[CH:30][N:31]=1)[CH:3]([C:11]1[CH:23]=[CH:22][C:14]([C:15]([O:17][C:18]([CH3:21])([CH3:20])[CH3:19])=[O:16])=[CH:13][CH:12]=1)[CH2:4][CH:5]1[CH2:10][CH2:9][O:8][CH2:7][CH2:6]1.C([O-])(=O)C.[NH4+:45]. Product: [OH:33][CH2:32][C:29]1[S:28][C:27]([C:26]2[NH:45][C:2]([CH:3]([C:11]3[CH:23]=[CH:22][C:14]([C:15]([O:17][C:18]([CH3:19])([CH3:20])[CH3:21])=[O:16])=[CH:13][CH:12]=3)[CH2:4][CH:5]3[CH2:10][CH2:9][O:8][CH2:7][CH2:6]3)=[CH:24][CH:25]=2)=[N:31][CH:30]=1. The catalyst class is: 342. (3) Reactant: [NH2:1][C:2]1[CH:7]=[CH:6][CH:5]=[CH:4][C:3]=1[C:8]1[NH:32][C:11]2=[N:12][CH:13]=[CH:14][C:15]([C:16]3[CH:21]=[CH:20][C:19]([CH2:22][NH:23]C(=O)OC(C)(C)C)=[C:18]([F:31])[CH:17]=3)=[C:10]2[N:9]=1.Cl. Product: [NH2:23][CH2:22][C:19]1[CH:20]=[CH:21][C:16]([C:15]2[CH:14]=[CH:13][N:12]=[C:11]3[NH:32][C:8]([C:3]4[CH:4]=[CH:5][CH:6]=[CH:7][C:2]=4[NH2:1])=[N:9][C:10]=23)=[CH:17][C:18]=1[F:31]. The catalyst class is: 365. (4) Product: [CH3:29][O:28][CH:4]([O:3][CH3:1])[CH2:5][NH:6]/[CH:7]=[CH:8]\[C:9](=[C:23]([C:24]#[N:25])[C:26]#[N:27])[C:10]1[CH:19]=[CH:18][C:17]2[C:12](=[CH:13][CH:14]=[C:15]([N:20]([CH3:22])[CH3:21])[CH:16]=2)[CH:11]=1. Reactant: [CH2:1]([O:3][CH:4]([O:28][CH2:29]C)[CH2:5][NH:6]/[CH:7]=[CH:8]\[C:9](=[C:23]([C:26]#[N:27])[C:24]#[N:25])[C:10]1[CH:19]=[CH:18][C:17]2[C:12](=[CH:13][CH:14]=[C:15]([N:20]([CH3:22])[CH3:21])[CH:16]=2)[CH:11]=1)C.C(OCC)(=O)C. The catalyst class is: 5. (5) Reactant: [CH:1]1([N:5]2[CH2:10][CH2:9][CH:8]([O:11][C:12]3[CH:17]=[CH:16][C:15]([N+:18]([O-])=O)=[CH:14][CH:13]=3)[CH2:7][CH2:6]2)[CH2:4][CH2:3][CH2:2]1. Product: [CH:1]1([N:5]2[CH2:10][CH2:9][CH:8]([O:11][C:12]3[CH:13]=[CH:14][C:15]([NH2:18])=[CH:16][CH:17]=3)[CH2:7][CH2:6]2)[CH2:4][CH2:3][CH2:2]1. The catalyst class is: 352. (6) Reactant: [Cl:1][C:2]1[CH:11]=[C:10]2[C:5]([C:6]([N:12]3[CH2:17][CH2:16][N:15]([C:18]([NH:20][CH:21]4[CH2:26][CH2:25][CH:24](O)[CH2:23][CH2:22]4)=[O:19])[CH2:14][CH2:13]3)=[CH:7][CH:8]=[N:9]2)=[CH:4][CH:3]=1.CCN(S(F)(F)F)CC. Product: [Cl:1][C:2]1[CH:11]=[C:10]2[C:5]([C:6]([N:12]3[CH2:17][CH2:16][N:15]([C:18]([NH:20][CH:21]4[CH2:26][CH2:25][CH:24]=[CH:23][CH2:22]4)=[O:19])[CH2:14][CH2:13]3)=[CH:7][CH:8]=[N:9]2)=[CH:4][CH:3]=1. The catalyst class is: 2. (7) Reactant: [CH2:1]([O:3][C:4](=[O:26])[C:5](=O)[CH2:6][C:7]1[N:12]=[C:11]([C:13]2[C:18]([C:19]([F:22])([F:21])[F:20])=[CH:17][CH:16]=[CH:15][N:14]=2)[CH:10]=[CH:9][C:8]=1[C:23]#[N:24])[CH3:2].[F:27][C:28]([F:37])([F:36])[C:29]1[CH:35]=[CH:34][C:32]([NH2:33])=[CH:31][CH:30]=1.O. Product: [CH2:1]([O:3][C:4]([C:5]1[CH:6]=[C:7]2[C:8]([CH:9]=[CH:10][C:11]([C:13]3[C:18]([C:19]([F:20])([F:22])[F:21])=[CH:17][CH:16]=[CH:15][N:14]=3)=[N:12]2)=[C:23]([NH:33][C:32]2[CH:34]=[CH:35][C:29]([C:28]([F:36])([F:37])[F:27])=[CH:30][CH:31]=2)[N:24]=1)=[O:26])[CH3:2]. The catalyst class is: 52. (8) Reactant: N#N.[NH:3]1[C:7]2[CH:8]=[CH:9][CH:10]=[CH:11][C:6]=2[N:5]=[C:4]1[C@H:12]([NH:22][C:23](=[O:38])[NH:24][C@@H:25]1[C@@H:29]([F:30])[CH2:28][N:27](C(OC(C)(C)C)=O)[CH2:26]1)[CH2:13][C:14]1[CH:19]=[CH:18][C:17]([O:20][CH3:21])=[CH:16][CH:15]=1.Cl. Product: [NH:3]1[C:7]2[CH:8]=[CH:9][CH:10]=[CH:11][C:6]=2[N:5]=[C:4]1[C@H:12]([NH:22][C:23]([NH:24][C@@H:25]1[C@@H:29]([F:30])[CH2:28][NH:27][CH2:26]1)=[O:38])[CH2:13][C:14]1[CH:15]=[CH:16][C:17]([O:20][CH3:21])=[CH:18][CH:19]=1. The catalyst class is: 135.